This data is from Ames mutagenicity test results for genotoxicity prediction. The task is: Regression/Classification. Given a drug SMILES string, predict its toxicity properties. Task type varies by dataset: regression for continuous values (e.g., LD50, hERG inhibition percentage) or binary classification for toxic/non-toxic outcomes (e.g., AMES mutagenicity, cardiotoxicity, hepatotoxicity). Dataset: ames. The compound is CN(C)C(=O)Nc1ccc(Cl)cc1. The result is 0 (non-mutagenic).